This data is from Peptide-MHC class II binding affinity with 134,281 pairs from IEDB. The task is: Regression. Given a peptide amino acid sequence and an MHC pseudo amino acid sequence, predict their binding affinity value. This is MHC class II binding data. (1) The peptide sequence is KMIGGIGGFIKVRQYDQILI. The MHC is DRB1_1201 with pseudo-sequence DRB1_1201. The binding affinity (normalized) is 0.206. (2) The peptide sequence is AFVATTNPWASQEG. The MHC is DRB3_0202 with pseudo-sequence DRB3_0202. The binding affinity (normalized) is 0.592. (3) The peptide sequence is DGYFLKIKVTAASPM. The MHC is HLA-DQA10101-DQB10501 with pseudo-sequence HLA-DQA10101-DQB10501. The binding affinity (normalized) is 0.239. (4) The peptide sequence is KLLNTRRRQLLNLDV. The MHC is H-2-IAb with pseudo-sequence H-2-IAb. The binding affinity (normalized) is 0. (5) The peptide sequence is PELQNFLNFLEANGL. The MHC is HLA-DQA10301-DQB10301 with pseudo-sequence HLA-DQA10301-DQB10301. The binding affinity (normalized) is 0.0920. (6) The peptide sequence is IEKVDAAFKVAATAANAAPA. The MHC is DRB3_0101 with pseudo-sequence DRB3_0101. The binding affinity (normalized) is 0.290.